Task: Predict the product of the given reaction.. Dataset: Forward reaction prediction with 1.9M reactions from USPTO patents (1976-2016) (1) The product is: [CH2:25]([O:23][C:22](=[O:24])[CH2:21][C:17]1[CH:16]=[C:15]([C:6]2[CH:7]=[CH:8][C:9]([C:11]([F:13])([F:12])[F:14])=[CH:10][C:5]=2[CH2:4][NH:3][CH2:1][CH3:2])[CH:20]=[CH:19][CH:18]=1)[CH3:26]. Given the reactants [CH2:1]([NH:3][CH2:4][C:5]1[CH:10]=[C:9]([C:11]([F:14])([F:13])[F:12])[CH:8]=[CH:7][C:6]=1[C:15]1[CH:20]=[CH:19][CH:18]=[C:17]([CH2:21][C:22]([OH:24])=[O:23])[CH:16]=1)[CH3:2].[CH3:25][CH2:26]O, predict the reaction product. (2) The product is: [CH3:63][O:62][C:56]1[CH:55]=[C:54]([CH2:53][N:9]2[C:10]3[C:6](=[C:5]([O:4][CH3:3])[CH:13]=[CH:12][CH:11]=3)[C:7]([NH2:14])=[N:8]2)[CH:59]=[CH:58][C:57]=1[O:60][CH3:61]. Given the reactants [OH-].[K+].[CH3:3][O:4][C:5]1[CH:13]=[CH:12][CH:11]=[C:10]2[C:6]=1[C:7]([NH2:14])=[N:8][NH:9]2.ClC1SC(S(N(S(C2SC(Cl)=CC=2)(=O)=O)C2C3C(=CC=CC=3OC)N(C(OC(C)(C)C)=O)N=2)(=O)=O)=CC=1.Cl[CH2:53][C:54]1[CH:59]=[CH:58][C:57]([O:60][CH3:61])=[C:56]([O:62][CH3:63])[CH:55]=1, predict the reaction product. (3) Given the reactants Br[C:2]1[CH:22]=[CH:21][C:5]([CH2:6][N:7]2[CH2:16][CH2:15][C:14]3[C:9](=[CH:10][CH:11]=[C:12]([C:17]([O:19][CH3:20])=[O:18])[CH:13]=3)[CH2:8]2)=[CH:4][CH:3]=1.CC1(C)C(C)(C)OB([C:31]2[CH2:32][CH2:33][N:34]([C:37]([O:39][C:40]([CH3:43])([CH3:42])[CH3:41])=[O:38])[CH2:35][CH:36]=2)O1.C([O-])([O-])=O.[Na+].[Na+], predict the reaction product. The product is: [C:40]([O:39][C:37]([N:34]1[CH2:33][CH:32]=[C:31]([C:2]2[CH:22]=[CH:21][C:5]([CH2:6][N:7]3[CH2:16][CH2:15][C:14]4[C:9](=[CH:10][CH:11]=[C:12]([C:17]([O:19][CH3:20])=[O:18])[CH:13]=4)[CH2:8]3)=[CH:4][CH:3]=2)[CH2:36][CH2:35]1)=[O:38])([CH3:43])([CH3:41])[CH3:42]. (4) Given the reactants [CH3:1][C:2]1[N:7]=[C:6]([C:8]2[CH:13]=[CH:12][N:11]=[C:10]([C:14]3[CH:15]=[C:16]([S:20](Cl)(=[O:22])=[O:21])[CH:17]=[CH:18][CH:19]=3)[CH:9]=2)[CH:5]=[C:4]([C:24]2[CH:29]=[CH:28][C:27]([C:30]([F:33])([F:32])[F:31])=[CH:26][CH:25]=2)[CH:3]=1.[CH3:34][N:35]1[CH2:40][CH2:39][NH:38][CH2:37][CH2:36]1, predict the reaction product. The product is: [CH3:1][C:2]1[N:7]=[C:6]([C:8]2[CH:13]=[CH:12][N:11]=[C:10]([C:14]3[CH:19]=[CH:18][CH:17]=[C:16]([S:20]([N:38]4[CH2:39][CH2:40][N:35]([CH3:34])[CH2:36][CH2:37]4)(=[O:22])=[O:21])[CH:15]=3)[CH:9]=2)[CH:5]=[C:4]([C:24]2[CH:29]=[CH:28][C:27]([C:30]([F:33])([F:32])[F:31])=[CH:26][CH:25]=2)[CH:3]=1. (5) The product is: [ClH:1].[C:2]1([CH:8]([N:14]2[CH2:15][CH2:16][S:17][CH2:18][CH2:19]2)[C:9]([OH:11])=[O:10])[CH:7]=[CH:6][CH:5]=[CH:4][CH:3]=1. Given the reactants [ClH:1].[C:2]1([CH:8]([N:14]2[CH2:19][CH2:18][S:17][CH2:16][CH2:15]2)[C:9]([O:11]CC)=[O:10])[CH:7]=[CH:6][CH:5]=[CH:4][CH:3]=1, predict the reaction product. (6) Given the reactants [CH:1]1([CH2:4][NH:5][C:6](=[O:23])[NH:7][C@@H:8]([C:19]([CH3:22])([CH3:21])[CH3:20])[C:9]([O:11]CC2C=CC=CC=2)=[O:10])[CH2:3][CH2:2]1, predict the reaction product. The product is: [CH:1]1([CH2:4][NH:5][C:6](=[O:23])[NH:7][C@@H:8]([C:19]([CH3:21])([CH3:20])[CH3:22])[C:9]([OH:11])=[O:10])[CH2:3][CH2:2]1. (7) Given the reactants [F:1][C:2]1[CH:3]=[C:4]([OH:9])[CH:5]=[C:6]([F:8])[CH:7]=1.CN1C(=O)CCC1.C(=O)([O-])[O-].[Cs+].[Cs+].CC(C)(C(=O)CC(=O)C(C)(C)C)C.Br[C:37]1[CH:38]=[C:39]([CH:42]=[C:43]([O:45][CH:46]([CH3:50])[CH2:47][O:48][CH3:49])[CH:44]=1)[C:40]#[N:41], predict the reaction product. The product is: [F:1][C:2]1[CH:3]=[C:4]([CH:5]=[C:6]([F:8])[CH:7]=1)[O:9][C:37]1[CH:38]=[C:39]([CH:42]=[C:43]([O:45][CH:46]([CH3:50])[CH2:47][O:48][CH3:49])[CH:44]=1)[C:40]#[N:41]. (8) Given the reactants C([O:3][C:4]([C:6]1[CH:7]=[N:8][C:9]2[C:14]([C:15]=1[NH:16][C:17]1[CH:22]=[CH:21][CH:20]=[CH:19][C:18]=1[CH3:23])=[CH:13][C:12]([Cl:24])=[C:11]([Cl:25])[CH:10]=2)=O)C.[NH4+:26].[Cl-].N, predict the reaction product. The product is: [Cl:24][C:12]1[CH:13]=[C:14]2[C:9](=[CH:10][C:11]=1[Cl:25])[N:8]=[CH:7][C:6]([C:4]([NH2:26])=[O:3])=[C:15]2[NH:16][C:17]1[CH:22]=[CH:21][CH:20]=[CH:19][C:18]=1[CH3:23].